From a dataset of Full USPTO retrosynthesis dataset with 1.9M reactions from patents (1976-2016). Predict the reactants needed to synthesize the given product. Given the product [CH2:23]([C:6]1[CH:7]=[CH:8][N:9]=[C:10]2[C:5]=1[N:4]=[C:3]([O:2][CH3:1])[CH:12]=[CH:11]2)[CH:22]=[CH2:21], predict the reactants needed to synthesize it. The reactants are: [CH3:1][O:2][C:3]1[N:4]=[C:5]2[C:10](=[CH:11][CH:12]=1)[N:9]=[CH:8][CH:7]=[C:6]2OS(C(F)(F)F)(=O)=O.[CH2:21]([Sn](CCCC)(CCCC)CCCC)[CH:22]=[CH2:23].[Li+].[Cl-].[NH4+].[OH-].